From a dataset of Volume of distribution at steady state (VDss) regression data from Lombardo et al.. Regression/Classification. Given a drug SMILES string, predict its absorption, distribution, metabolism, or excretion properties. Task type varies by dataset: regression for continuous measurements (e.g., permeability, clearance, half-life) or binary classification for categorical outcomes (e.g., BBB penetration, CYP inhibition). For this dataset (vdss_lombardo), we predict log10(VDss) (log10 of volume of distribution in L/kg). The compound is C[NH+](C)CCNC(=O)c1cccc2cc3ccccc3nc12. The log10(VDss) is 0.530.